Dataset: Full USPTO retrosynthesis dataset with 1.9M reactions from patents (1976-2016). Task: Predict the reactants needed to synthesize the given product. (1) Given the product [OH:3][CH2:4][CH2:5][NH:6][C:7]1[CH:12]=[CH:11][C:10]([F:13])=[C:9]([Cl:14])[CH:8]=1, predict the reactants needed to synthesize it. The reactants are: C([O:3][C:4](=O)[CH2:5][NH:6][C:7]1[CH:12]=[CH:11][C:10]([F:13])=[C:9]([Cl:14])[CH:8]=1)C.[OH-].[Na+]. (2) Given the product [C:16]([O:15][C:13]([N:9]1[CH2:10][CH2:11][CH2:12][C:7]21[C:6](=[O:20])[N:5]([CH2:4][C:3]([OH:21])=[O:2])[CH2:8]2)=[O:14])([CH3:19])([CH3:17])[CH3:18], predict the reactants needed to synthesize it. The reactants are: C[O:2][C:3](=[O:21])[CH2:4][N:5]1[CH2:8][C:7]2([CH2:12][CH2:11][CH2:10][N:9]2[C:13]([O:15][C:16]([CH3:19])([CH3:18])[CH3:17])=[O:14])[C:6]1=[O:20].O[Li].O.